The task is: Predict the reaction yield, written as a fraction of the theoretical maximum amount of product (1.0 means a 100% yield; for example, 0.34 means a 34% yield).. This data is from Reaction yield outcomes from USPTO patents with 853,638 reactions. (1) The reactants are [NH2:1][C:2]1[NH:6][N:5]=[CH:4][C:3]=1[C:7]#[N:8].CN(C)[CH:11]=[CH:12][C:13]([C:15]1[CH:16]=[CH:17][C:18]([Cl:26])=[C:19]([N:21]([CH3:25])[C:22](=[O:24])[CH3:23])[CH:20]=1)=O.C(OCC)(=O)C. The catalyst is C(O)(=O)C. The product is [Cl:26][C:18]1[CH:17]=[CH:16][C:15]([C:13]2[N:6]3[N:5]=[CH:4][C:3]([C:7]#[N:8])=[C:2]3[N:1]=[CH:11][CH:12]=2)=[CH:20][C:19]=1[N:21]([CH3:25])[C:22](=[O:24])[CH3:23]. The yield is 0.770. (2) The reactants are Cl.[NH2:2][CH2:3][C:4]1[CH:12]=[CH:11][CH:10]=[C:9]2[C:5]=1[C:6](=[O:22])[N:7]([CH:14]1[CH2:19][CH2:18][C:17](=[O:20])[NH:16][C:15]1=[O:21])[C:8]2=[O:13].C(N(CC)CC)C.[O:30]1[C:34]([C:35](Cl)=[O:36])=[CH:33][CH:32]=[N:31]1. The catalyst is CC#N. The product is [O:21]=[C:15]1[CH:14]([N:7]2[C:6](=[O:22])[C:5]3[C:9](=[CH:10][CH:11]=[CH:12][C:4]=3[CH2:3][NH:2][C:35]([C:34]3[O:30][N:31]=[CH:32][CH:33]=3)=[O:36])[C:8]2=[O:13])[CH2:19][CH2:18][C:17](=[O:20])[NH:16]1. The yield is 0.270. (3) The reactants are [CH2:1]([Li])[CH2:2][CH2:3][CH3:4].[S:6]1C=C[N:8]=[C:7]1[C:11]1([OH:21])[CH2:20][CH2:19][C:14]2([O:18][CH2:17][CH2:16][O:15]2)[CH2:13][CH2:12]1.C(I)C.O. The catalyst is C1COCC1.CCOC(C)=O. The product is [CH2:3]([C:2]1[S:6][C:7]([C:11]2([OH:21])[CH2:20][CH2:19][C:14]3([O:15][CH2:16][CH2:17][O:18]3)[CH2:13][CH2:12]2)=[N:8][CH:1]=1)[CH3:4]. The yield is 0.710.